From a dataset of NCI-60 drug combinations with 297,098 pairs across 59 cell lines. Regression. Given two drug SMILES strings and cell line genomic features, predict the synergy score measuring deviation from expected non-interaction effect. (1) Drug 1: CC1=C2C(C(=O)C3(C(CC4C(C3C(C(C2(C)C)(CC1OC(=O)C(C(C5=CC=CC=C5)NC(=O)C6=CC=CC=C6)O)O)OC(=O)C7=CC=CC=C7)(CO4)OC(=O)C)O)C)OC(=O)C. Drug 2: CCC1=C2CN3C(=CC4=C(C3=O)COC(=O)C4(CC)O)C2=NC5=C1C=C(C=C5)O. Cell line: A549. Synergy scores: CSS=25.2, Synergy_ZIP=-7.00, Synergy_Bliss=-3.70, Synergy_Loewe=-7.89, Synergy_HSA=-2.20. (2) Drug 1: CC1=C2C(C(=O)C3(C(CC4C(C3C(C(C2(C)C)(CC1OC(=O)C(C(C5=CC=CC=C5)NC(=O)OC(C)(C)C)O)O)OC(=O)C6=CC=CC=C6)(CO4)OC(=O)C)OC)C)OC. Drug 2: C(=O)(N)NO. Cell line: NCI-H322M. Synergy scores: CSS=40.7, Synergy_ZIP=-2.11, Synergy_Bliss=-3.33, Synergy_Loewe=-75.6, Synergy_HSA=-2.78.